Dataset: NCI-60 drug combinations with 297,098 pairs across 59 cell lines. Task: Regression. Given two drug SMILES strings and cell line genomic features, predict the synergy score measuring deviation from expected non-interaction effect. (1) Drug 1: CC1=C(C=C(C=C1)NC2=NC=CC(=N2)N(C)C3=CC4=NN(C(=C4C=C3)C)C)S(=O)(=O)N.Cl. Drug 2: C1CC(=O)NC(=O)C1N2CC3=C(C2=O)C=CC=C3N. Cell line: UACC-257. Synergy scores: CSS=-1.57, Synergy_ZIP=-0.247, Synergy_Bliss=-2.03, Synergy_Loewe=-1.82, Synergy_HSA=-2.50. (2) Drug 1: C1CC(=O)NC(=O)C1N2CC3=C(C2=O)C=CC=C3N. Drug 2: CC1=C(C=C(C=C1)C(=O)NC2=CC(=CC(=C2)C(F)(F)F)N3C=C(N=C3)C)NC4=NC=CC(=N4)C5=CN=CC=C5. Cell line: SK-MEL-2. Synergy scores: CSS=-16.6, Synergy_ZIP=-0.272, Synergy_Bliss=-9.36, Synergy_Loewe=-11.2, Synergy_HSA=-11.2. (3) Drug 1: CN(C)N=NC1=C(NC=N1)C(=O)N. Drug 2: C1=CN(C(=O)N=C1N)C2C(C(C(O2)CO)O)O.Cl. Cell line: NCIH23. Synergy scores: CSS=36.4, Synergy_ZIP=-6.89, Synergy_Bliss=-0.954, Synergy_Loewe=-42.7, Synergy_HSA=-0.219. (4) Drug 1: CN(C)N=NC1=C(NC=N1)C(=O)N. Drug 2: CS(=O)(=O)OCCCCOS(=O)(=O)C. Cell line: HCC-2998. Synergy scores: CSS=-2.19, Synergy_ZIP=-0.538, Synergy_Bliss=-0.423, Synergy_Loewe=-4.10, Synergy_HSA=-3.88. (5) Drug 1: CC(CN1CC(=O)NC(=O)C1)N2CC(=O)NC(=O)C2. Drug 2: CC1C(C(=O)NC(C(=O)N2CCCC2C(=O)N(CC(=O)N(C(C(=O)O1)C(C)C)C)C)C(C)C)NC(=O)C3=C4C(=C(C=C3)C)OC5=C(C(=O)C(=C(C5=N4)C(=O)NC6C(OC(=O)C(N(C(=O)CN(C(=O)C7CCCN7C(=O)C(NC6=O)C(C)C)C)C)C(C)C)C)N)C. Cell line: LOX IMVI. Synergy scores: CSS=25.2, Synergy_ZIP=20.4, Synergy_Bliss=21.6, Synergy_Loewe=23.0, Synergy_HSA=22.4.